This data is from Forward reaction prediction with 1.9M reactions from USPTO patents (1976-2016). The task is: Predict the product of the given reaction. Given the reactants [CH3:1][N:2]([CH2:10][C:11]1[CH:16]=[CH:15][CH:14]=[CH:13][CH:12]=1)[C:3]1([C:8]#[N:9])[CH2:7][CH2:6][CH2:5][CH2:4]1.[C:17]1([Li])[CH:22]=[CH:21][CH:20]=[CH:19][CH:18]=1.C(OCCCC)CCC.[BH4-].[Na+].NC(C1C=CC=CC=1)C1(N(C)C)CCCC1, predict the reaction product. The product is: [NH2:9][CH:8]([C:17]1[CH:22]=[CH:21][CH:20]=[CH:19][CH:18]=1)[C:3]1([N:2]([CH3:1])[CH2:10][C:11]2[CH:12]=[CH:13][CH:14]=[CH:15][CH:16]=2)[CH2:7][CH2:6][CH2:5][CH2:4]1.